Dataset: Reaction yield outcomes from USPTO patents with 853,638 reactions. Task: Predict the reaction yield, written as a fraction of the theoretical maximum amount of product (1.0 means a 100% yield; for example, 0.34 means a 34% yield). (1) The reactants are [CH2:1](O)[CH2:2][CH2:3][CH2:4][CH2:5][CH2:6][CH2:7][OH:8].[BrH:10].O. The catalyst is C1C=CC=CC=1. The product is [Br:10][CH2:1][CH2:2][CH2:3][CH2:4][CH2:5][CH2:6][CH2:7][OH:8]. The yield is 0.620. (2) The reactants are [Br:1][C:2]1[CH:19]=[CH:18][C:5]([CH2:6][CH:7]2[C:11](=[O:12])[CH:10]=[C:9]([O:13]CC(C)C)[CH2:8]2)=[CH:4][CH:3]=1. The catalyst is CC(C)=O. The product is [Br:1][C:2]1[CH:3]=[CH:4][C:5]([CH2:6][CH:7]2[C:11](=[O:12])[CH:10]=[C:9]([OH:13])[CH2:8]2)=[CH:18][CH:19]=1. The yield is 0.460.